Dataset: TCR-epitope binding with 47,182 pairs between 192 epitopes and 23,139 TCRs. Task: Binary Classification. Given a T-cell receptor sequence (or CDR3 region) and an epitope sequence, predict whether binding occurs between them. (1) The epitope is NLSALGIFST. The TCR CDR3 sequence is CASSEGQNYGYTF. Result: 1 (the TCR binds to the epitope). (2) The epitope is HLVDFQVTI. The TCR CDR3 sequence is CAISEGTTIPGDTQYF. Result: 1 (the TCR binds to the epitope).